Predict which catalyst facilitates the given reaction. From a dataset of Catalyst prediction with 721,799 reactions and 888 catalyst types from USPTO. (1) Reactant: [F:1][C:2]1[CH:10]=[CH:9][C:5]([C:6](O)=[O:7])=[CH:4][N:3]=1.Cl.[CH3:12][NH:13][O:14][CH3:15].Cl.CN(C)CCCN=C=NCC.C(N(CC)CC)C. Product: [F:1][C:2]1[CH:10]=[CH:9][C:5]([C:6]([N:13]([O:14][CH3:15])[CH3:12])=[O:7])=[CH:4][N:3]=1. The catalyst class is: 2. (2) Product: [F:23][C:24]1[CH:29]=[CH:28][C:27]([CH2:30][NH:31][C:20]([C:4]2[CH:5]=[C:6]([C:9]3[CH2:13][CH:12]([C:14]4[CH:19]=[CH:18][CH:17]=[CH:16][CH:15]=4)[O:11][N:10]=3)[C:7](=[O:8])[N:2]([CH3:1])[N:3]=2)=[O:22])=[CH:26][C:25]=1[O:32][CH3:33]. Reactant: [CH3:1][N:2]1[C:7](=[O:8])[C:6]([C:9]2[CH2:13][CH:12]([C:14]3[CH:19]=[CH:18][CH:17]=[CH:16][CH:15]=3)[O:11][N:10]=2)=[CH:5][C:4]([C:20]([OH:22])=O)=[N:3]1.[F:23][C:24]1[CH:29]=[CH:28][C:27]([CH2:30][NH2:31])=[CH:26][C:25]=1[O:32][CH3:33].C(N(C(C)C)C(C)C)C.CN(C(ON1N=NC2C=CC=NC1=2)=[N+](C)C)C.F[P-](F)(F)(F)(F)F. The catalyst class is: 3.